From a dataset of Reaction yield outcomes from USPTO patents with 853,638 reactions. Predict the reaction yield, written as a fraction of the theoretical maximum amount of product (1.0 means a 100% yield; for example, 0.34 means a 34% yield). (1) The product is [C:1]1([S:7][C:8]2[CH:9]=[C:10]3[C:11]([CH2:14][CH2:15][CH2:16][C:17]3=[O:19])=[CH:12][CH:13]=2)[CH:2]=[CH:3][CH:4]=[CH:5][CH:6]=1. The yield is 0.555. The catalyst is O1CCCC1.CN(C=O)C. The reactants are [C:1]1([S:7][C:8]2[CH:13]=[CH:12][C:11]([CH2:14][CH2:15][CH2:16][C:17]([OH:19])=O)=[CH:10][CH:9]=2)[CH:6]=[CH:5][CH:4]=[CH:3][CH:2]=1.C(Cl)(=O)C(Cl)=O.[Cl-].[Cl-].[Cl-].[Al+3]. (2) The reactants are [CH2:1]([NH2:4])[CH2:2][NH2:3].CS(O)(=O)=O.[CH:10]1[CH:15]=[CH:14][C:13]([CH2:16][O:17][C:18](Cl)=[O:19])=[CH:12][CH:11]=1.C(O[K])(C)=O. The catalyst is O.C(O)C.C(COC)OC. The product is [NH2:3][CH2:2][CH2:1][NH:4][C:18](=[O:19])[O:17][CH2:16][C:13]1[CH:14]=[CH:15][CH:10]=[CH:11][CH:12]=1. The yield is 0.510. (3) The reactants are [Br:1][C:2]1[CH:7]=[CH:6][C:5]([C:8](=[N:15]O)[CH2:9][CH2:10][C:11](OC)=[O:12])=[CH:4][CH:3]=1. The catalyst is C(O)(=O)C.[Zn]. The product is [Br:1][C:2]1[CH:7]=[CH:6][C:5]([CH:8]2[NH:15][C:11](=[O:12])[CH2:10][CH2:9]2)=[CH:4][CH:3]=1. The yield is 0.200. (4) The reactants are [S:1]1[CH:5]=[CH:4][C:3]2[CH:6]=[CH:7][CH:8]=[CH:9][C:2]1=2.[Li][C:11](C)([CH3:13])[CH3:12].IC(C)C. The yield is 0.850. The catalyst is C1COCC1. The product is [CH:11]([C:5]1[S:1][C:2]2[CH:9]=[CH:8][CH:7]=[CH:6][C:3]=2[CH:4]=1)([CH3:13])[CH3:12]. (5) The yield is 0.600. The catalyst is C(Cl)Cl. The reactants are [NH2:1][C:2]1[CH:3]=[CH:4][C:5]2[S:9][C:8]([S:10][CH2:11][C:12]([N:14]3[C:23]4[C:18](=[CH:19][CH:20]=[CH:21][CH:22]=4)[CH2:17][CH2:16][CH2:15]3)=[O:13])=[N:7][C:6]=2[CH:24]=1.[CH3:25][S:26](Cl)(=[O:28])=[O:27].N1C=CC=CC=1. The product is [N:14]1([C:12](=[O:13])[CH2:11][S:10][C:8]2[S:9][C:5]3[CH:4]=[CH:3][C:2]([NH:1][S:26]([CH3:25])(=[O:28])=[O:27])=[CH:24][C:6]=3[N:7]=2)[C:23]2[C:18](=[CH:19][CH:20]=[CH:21][CH:22]=2)[CH2:17][CH2:16][CH2:15]1. (6) The reactants are [O:1]1[C:5]2[CH:6]=[CH:7][C:8]([C:10]3[S:11][CH:12]=[C:13]([C:15]([OH:17])=O)[N:14]=3)=[CH:9][C:4]=2[CH2:3][CH2:2]1.Br.[NH2:19][C:20]1[NH:24][C:23]2[CH:25]=[CH:26][C:27]([C:29]([C:31]3[NH:32][CH:33]=[CH:34][CH:35]=3)=[O:30])=[CH:28][C:22]=2[N:21]=1.F[P-](F)(F)(F)(F)F.N1(OC(N(C)C)=[N+](C)C)C2C=CC=CC=2N=N1.C(N(CC)C(C)C)(C)C. The catalyst is CN(C)C=O.CN(C)C1C=CN=CC=1. The product is [O:1]1[C:5]2[CH:6]=[CH:7][C:8]([C:10]3[S:11][CH:12]=[C:13]([C:15]([NH:19][C:20]4[NH:24][C:23]5[CH:25]=[CH:26][C:27]([C:29]([C:31]6[NH:32][CH:33]=[CH:34][CH:35]=6)=[O:30])=[CH:28][C:22]=5[N:21]=4)=[O:17])[N:14]=3)=[CH:9][C:4]=2[CH2:3][CH2:2]1. The yield is 0.750.